This data is from Catalyst prediction with 721,799 reactions and 888 catalyst types from USPTO. The task is: Predict which catalyst facilitates the given reaction. (1) Reactant: [CH3:1][C:2](=[N:6][OH:7])[C:3](=[O:5])[CH3:4].[Br:8][C:9]1[CH:16]=[CH:15][C:12]([CH:13]=O)=[CH:11][CH:10]=1. Product: [Br:8][C:9]1[CH:16]=[CH:15][C:12]([C:13]2[O:5][C:3]([CH3:4])=[C:2]([CH3:1])[N+:6]=2[O-:7])=[CH:11][CH:10]=1. The catalyst class is: 15. (2) Reactant: [Cl:1][C:2]1[CH:7]=[CH:6][CH:5]=[C:4]([Cl:8])[C:3]=1[CH2:9][S:10]([C:13]1[CH:14]=[C:15]2[C:19](=[CH:20][CH:21]=1)[NH:18][C:17](=[O:22])/[C:16]/2=[CH:23]\[C:24]1[NH:28][C:27]([CH3:29])=[C:26]([C:30](O)=[O:31])[C:25]=1[CH3:33])(=[O:12])=[O:11].C1C=CC2N(O)N=NC=2C=1.CCN=C=NCCCN(C)C.Cl.Cl.[CH2:57]([S:59][CH2:60][CH2:61][NH2:62])[CH3:58]. Product: [CH2:57]([S:59][CH2:60][CH2:61][NH:62][C:30]([C:26]1[C:25]([CH3:33])=[C:24](/[CH:23]=[C:16]2\[C:17](=[O:22])[NH:18][C:19]3[C:15]\2=[CH:14][C:13]([S:10]([CH2:9][C:3]2[C:4]([Cl:8])=[CH:5][CH:6]=[CH:7][C:2]=2[Cl:1])(=[O:11])=[O:12])=[CH:21][CH:20]=3)[NH:28][C:27]=1[CH3:29])=[O:31])[CH3:58]. The catalyst class is: 3. (3) Reactant: Br[C:2]1[C:3]2[C:8]([N:9]=[C:10]3[C:15]=1[CH:14]=[CH:13][C:12]([C:16]1[CH:21]=[C:20]([CH3:22])[CH:19]=[C:18]([CH3:23])[CH:17]=1)=[CH:11]3)=[CH:7][CH:6]=[CH:5][CH:4]=2.[Li]CCCC.[Sn:29](Cl)([CH3:32])([CH3:31])[CH3:30]. Product: [CH3:23][C:18]1[CH:17]=[C:16]([C:12]2[CH:13]=[CH:14][C:15]3[C:10]([CH:11]=2)=[N:9][C:8]2[C:3](=[CH:4][CH:5]=[CH:6][CH:7]=2)[C:2]=3[Sn:29]([CH3:32])([CH3:31])[CH3:30])[CH:21]=[C:20]([CH3:22])[CH:19]=1. The catalyst class is: 385. (4) Reactant: Cl.[CH2:2]([O:4][C:5](=[O:14])[CH2:6][C@H:7]1[CH2:12][CH2:11][C@H:10]([NH2:13])[CH2:9][CH2:8]1)[CH3:3].Cl.[N:16]1[C:25]2[C:20](=[CH:21][CH:22]=[CH:23][CH:24]=2)[C:19]([C:26]([Cl:28])=[O:27])=[CH:18][CH:17]=1.C(N(CC)CC)C.CCCCCCC.CCOC(C)=O. Product: [ClH:28].[CH2:2]([O:4][C:5](=[O:14])[CH2:6][C@H:7]1[CH2:8][CH2:9][C@H:10]([NH:13][C:26]([C:19]2[C:20]3[C:25](=[CH:24][CH:23]=[CH:22][CH:21]=3)[N:16]=[CH:17][CH:18]=2)=[O:27])[CH2:11][CH2:12]1)[CH3:3]. The catalyst class is: 317. (5) Reactant: [BH4-].[Na+].[F:3][C:4]1[C:5]([CH:27]=[O:28])=[C:6]([C:11]2[CH:20]=[C:19]3[C:14]([CH:15]=[C:16]([NH:21][C:22]([CH:24]4[CH2:26][CH2:25]4)=[O:23])[N:17]=[CH:18]3)=[CH:13][CH:12]=2)[C:7]([CH3:10])=[CH:8][CH:9]=1. Product: [F:3][C:4]1[C:5]([CH2:27][OH:28])=[C:6]([C:11]2[CH:20]=[C:19]3[C:14]([CH:15]=[C:16]([NH:21][C:22]([CH:24]4[CH2:25][CH2:26]4)=[O:23])[N:17]=[CH:18]3)=[CH:13][CH:12]=2)[C:7]([CH3:10])=[CH:8][CH:9]=1. The catalyst class is: 56. (6) Reactant: [CH2:1]([N:3]([CH2:30][CH3:31])[CH:4]1[CH2:8][CH2:7][N:6]([C:9]([C:11]2[N:12]([CH3:29])[C:13]([C:17]3[CH:22]=[CH:21][CH:20]=[C:19]([CH2:23][CH2:24][CH2:25][CH2:26][CH2:27][CH3:28])[CH:18]=3)=[N:14][C:15]=2I)=[O:10])[CH2:5]1)[CH3:2]. Product: [CH2:30]([N:3]([CH2:1][CH3:2])[CH:4]1[CH2:8][CH2:7][N:6]([C:9]([C:11]2[N:12]([CH3:29])[C:13]([C:17]3[CH:22]=[CH:21][CH:20]=[C:19]([CH2:23][CH2:24][CH2:25][CH2:26][CH2:27][CH3:28])[CH:18]=3)=[N:14][CH:15]=2)=[O:10])[CH2:5]1)[CH3:31]. The catalyst class is: 19. (7) Reactant: [Br:1][C:2]1[CH:3]=[C:4]2[C:9](=[CH:10][CH:11]=1)[N:8]=[CH:7][NH:6][C:5]2=O.C(N(CC)CC)C.P(Cl)(Cl)([Cl:22])=O. Product: [Br:1][C:2]1[CH:3]=[C:4]2[C:9](=[CH:10][CH:11]=1)[N:8]=[CH:7][N:6]=[C:5]2[Cl:22]. The catalyst class is: 12.